This data is from Forward reaction prediction with 1.9M reactions from USPTO patents (1976-2016). The task is: Predict the product of the given reaction. (1) Given the reactants Cl.[CH:2]([NH2:4])=[NH:3].CC[O-].[Na+].[CH3:9][CH:10]1[CH:14]([C:15](OC)=[O:16])[C:13](=O)[CH2:12][S:11]1, predict the reaction product. The product is: [CH3:9][CH:10]1[C:14]2[C:15]([OH:16])=[N:4][CH:2]=[N:3][C:13]=2[CH2:12][S:11]1. (2) Given the reactants [CH3:1][CH:2]([CH:4]1[CH2:9][C:8](=O)[CH2:7][CH2:6][S:5]1)[CH3:3].FC(F)(F)S(O[Si](C)(C)C)(=O)=O.[Br:23][C:24]1[CH:25]=[C:26]2[C:30](=[C:31]([C:33]([O:35][CH2:36][CH3:37])=[O:34])[CH:32]=1)[NH:29][CH:28]=[CH:27]2.C([SiH](CC)CC)C, predict the reaction product. The product is: [Br:23][C:24]1[CH:25]=[C:26]2[C:30](=[C:31]([C:33]([O:35][CH2:36][CH3:37])=[O:34])[CH:32]=1)[NH:29][CH:28]=[C:27]2[CH:8]1[CH2:7][CH2:6][S:5][CH:4]([CH:2]([CH3:3])[CH3:1])[CH2:9]1. (3) Given the reactants [C:1]([O:5][C:6]([NH:8][C@@H:9]([CH:24]([CH3:26])[CH3:25])[C:10]([N:12]([CH2:20][C:21](O)=[O:22])[CH2:13][CH:14]1[CH2:19][CH2:18][CH2:17][CH2:16]C1)=[O:11])=[O:7])([CH3:4])([CH3:3])[CH3:2].[NH2:27][C@:28]1([C:33]([NH:35][S:36]([C:39]2[CH:44]=[CH:43][CH:42]=[CH:41][C:40]=2[NH:45][CH:46](C)C)(=[O:38])=[O:37])=[O:34])[CH2:30][C@H:29]1[CH:31]=[CH2:32].CCN(C(C)C)C(C)C.CN(C(ON1N=NC2C=CC=NC1=2)=[N+](C)C)C.F[P-](F)(F)(F)(F)F, predict the reaction product. The product is: [C:1]([O:5][C:6](=[O:7])[NH:8][C@H:9]([C:10](=[O:11])[N:12]([CH2:13][CH:14]1[CH2:16][CH2:17][CH2:18][CH2:19]1)[CH2:20][C:21](=[O:22])[NH:27][C@:28]1([C:33]([NH:35][S:36]([C:39]2[CH:44]=[CH:43][CH:42]=[CH:41][C:40]=2[NH:45][CH3:46])(=[O:37])=[O:38])=[O:34])[CH2:30][C@H:29]1[CH:31]=[CH2:32])[CH:24]([CH3:26])[CH3:25])([CH3:3])([CH3:2])[CH3:4]. (4) Given the reactants [CH2:1]([C:5]12[CH2:17][CH2:16][C:15](=O)[C:14]([CH3:19])=[C:13]1[C:12]1[C:7](=[CH:8][C:9]([OH:20])=[CH:10][CH:11]=1)[CH2:6]2)[CH2:2][CH2:3][CH3:4].Cl.[NH2:22][OH:23], predict the reaction product. The product is: [CH2:1]([C:5]12[CH2:17][CH2:16]/[C:15](=[N:22]\[OH:23])/[C:14]([CH3:19])=[C:13]1[C:12]1[C:7](=[CH:8][C:9]([OH:20])=[CH:10][CH:11]=1)[CH2:6]2)[CH2:2][CH2:3][CH3:4].